Dataset: Aqueous solubility values for 9,982 compounds from the AqSolDB database. Task: Regression/Classification. Given a drug SMILES string, predict its absorption, distribution, metabolism, or excretion properties. Task type varies by dataset: regression for continuous measurements (e.g., permeability, clearance, half-life) or binary classification for categorical outcomes (e.g., BBB penetration, CYP inhibition). For this dataset (solubility_aqsoldb), we predict Y. The drug is C=C(Br)C(=O)Nc1ccc(S(=O)(=O)[O-])c(N=NC2C(=O)N(c3cc(Cl)c(S(=O)(=O)[O-])cc3Cl)N=C2C)c1.[Na+].[Na+]. The Y is -0.550 log mol/L.